Dataset: Ames mutagenicity test results for genotoxicity prediction. Task: Regression/Classification. Given a drug SMILES string, predict its toxicity properties. Task type varies by dataset: regression for continuous values (e.g., LD50, hERG inhibition percentage) or binary classification for toxic/non-toxic outcomes (e.g., AMES mutagenicity, cardiotoxicity, hepatotoxicity). Dataset: ames. (1) The result is 1 (mutagenic). The drug is NNc1ccccc1. (2) The drug is Cc1cc2nccnc2c2nc(N)n(C)c12. The result is 1 (mutagenic). (3) The molecule is c1cc2ccc3nc4ccccc4c4ccc(c1)c2c34. The result is 1 (mutagenic). (4) The drug is C=CC(=O)NC(C)(C)CC(C)=O. The result is 0 (non-mutagenic). (5) The drug is CN(C)P(=O)(N(C)C)N(C)C. The result is 0 (non-mutagenic). (6) The drug is Nc1ccc2cc(S(=O)(=O)O)cc(O)c2c1N=Nc1ccc(-c2ccc(N=Nc3cc(S(=O)(=O)O)c4ccccc4c3N)cc2)cc1. The result is 1 (mutagenic). (7) The drug is CN(N=O)C(=N)N[N+](=O)[O-]. The result is 1 (mutagenic). (8) The molecule is C=C(C)[C@H]1Cc2c(cc(O)c3c(=O)c4ccccc4n(C)c23)O1. The result is 1 (mutagenic). (9) The compound is O=[N+]([O-])c1ccc2sc3ccccc3c2c1. The result is 1 (mutagenic). (10) The drug is CC(C)(Br)C(=O)NCc1ccccc1. The result is 0 (non-mutagenic).